From a dataset of CYP2C9 inhibition data for predicting drug metabolism from PubChem BioAssay. Regression/Classification. Given a drug SMILES string, predict its absorption, distribution, metabolism, or excretion properties. Task type varies by dataset: regression for continuous measurements (e.g., permeability, clearance, half-life) or binary classification for categorical outcomes (e.g., BBB penetration, CYP inhibition). Dataset: cyp2c9_veith. (1) The molecule is C/C(Cn1nc([N+](=O)[O-])cc1C)=N\NC(=O)c1ccc(O)cc1O. The result is 0 (non-inhibitor). (2) The molecule is Cc1ccc(C(=O)Cn2nnc3c(sc4nc5c(c(-c6ccccc6)c43)CCC5)c2=O)cc1. The result is 1 (inhibitor). (3) The compound is O=C(NCc1ccccc1)C(c1cccs1)N(Cc1cccs1)C(=O)c1cnccn1. The result is 1 (inhibitor). (4) The drug is COc1cc(C)ccc1OCCOc1cc(C)ccc1Cl. The result is 1 (inhibitor). (5) The molecule is Cn1ccnc1C[C@@](C)(O)c1ccccc1. The result is 0 (non-inhibitor). (6) The compound is Cc1oc(-c2cccs2)[n+]([O-])c1C.Cl. The result is 0 (non-inhibitor). (7) The drug is CC(C)Cn1c(SCc2nc3ccccc3c(=O)[nH]2)nc2ccccc2c1=O. The result is 1 (inhibitor). (8) The compound is COCCn1c(=O)c(-c2cn(C)c3ccccc23)nc2cnc(Oc3ccccc3)nc21. The result is 0 (non-inhibitor).